This data is from TCR-epitope binding with 47,182 pairs between 192 epitopes and 23,139 TCRs. The task is: Binary Classification. Given a T-cell receptor sequence (or CDR3 region) and an epitope sequence, predict whether binding occurs between them. The epitope is KLNVGDYFV. The TCR CDR3 sequence is CASSLELAGRLSSYNEQFF. Result: 1 (the TCR binds to the epitope).